From a dataset of Reaction yield outcomes from USPTO patents with 853,638 reactions. Predict the reaction yield, written as a fraction of the theoretical maximum amount of product (1.0 means a 100% yield; for example, 0.34 means a 34% yield). (1) No catalyst specified. The product is [I:35][C:23]1[CH:28]=[CH:27][C:26]([C:29]2[CH:34]=[CH:33][N:32]=[CH:31][CH:30]=2)=[CH:25][CH:24]=1. The yield is 0.680. The reactants are C1(C2OC3C=C(N[C:23]4[CH:28]=[CH:27][C:26]([C:29]5[CH:34]=[CH:33][N:32]=[CH:31][CH:30]=5)=[CH:25][CH:24]=4)C=CC=3C=2C2C=CC=CC=2)C=CC=CC=1.[I:35]C1C=CC=CC=1. (2) The reactants are [CH3:1][O:2][C:3](=[O:18])[C:4]1[CH:9]=[C:8]([C:10]2[CH:15]=[CH:14][C:13]([CH3:16])=[CH:12][N:11]=2)[CH:7]=[C:6]([NH2:17])[CH:5]=1.[N-:19]=[N+:20]=[N-:21].[Na+].[CH:23](OCC)(OCC)OCC. The catalyst is CC(O)=O. The product is [CH3:1][O:2][C:3](=[O:18])[C:4]1[CH:5]=[C:6]([N:17]2[CH:23]=[N:21][N:20]=[N:19]2)[CH:7]=[C:8]([C:10]2[CH:15]=[CH:14][C:13]([CH3:16])=[CH:12][N:11]=2)[CH:9]=1. The yield is 1.00.